From a dataset of Peptide-MHC class I binding affinity with 185,985 pairs from IEDB/IMGT. Regression. Given a peptide amino acid sequence and an MHC pseudo amino acid sequence, predict their binding affinity value. This is MHC class I binding data. (1) The peptide sequence is RPPLNRNYV. The MHC is HLA-B35:01 with pseudo-sequence HLA-B35:01. The binding affinity (normalized) is 0.0785. (2) The peptide sequence is KGAVDLSHFL. The MHC is HLA-B42:01 with pseudo-sequence HLA-B42:01. The binding affinity (normalized) is 0.530. (3) The peptide sequence is YPKCDLVEL. The MHC is HLA-B15:01 with pseudo-sequence HLA-B15:01. The binding affinity (normalized) is 0.0847. (4) The peptide sequence is VIPDELIDVL. The MHC is HLA-A02:03 with pseudo-sequence HLA-A02:03. The binding affinity (normalized) is 0.221. (5) The peptide sequence is GESSRCYSI. The MHC is HLA-B44:02 with pseudo-sequence HLA-B44:02. The binding affinity (normalized) is 0.357. (6) The peptide sequence is AAVDLSHFL. The MHC is HLA-B45:01 with pseudo-sequence HLA-B45:01. The binding affinity (normalized) is 0. (7) The peptide sequence is AWILTAGFL. The MHC is HLA-A24:02 with pseudo-sequence HLA-A24:02. The binding affinity (normalized) is 0.635. (8) The peptide sequence is GVTGILQLP. The MHC is HLA-A02:01 with pseudo-sequence HLA-A02:01. The binding affinity (normalized) is 0. (9) The peptide sequence is GEISPLPSL. The MHC is HLA-B40:02 with pseudo-sequence HLA-B40:02. The binding affinity (normalized) is 0.842. (10) The peptide sequence is ISDSNPYLTQW. The MHC is HLA-C06:02 with pseudo-sequence HLA-C06:02. The binding affinity (normalized) is 0.